From a dataset of Reaction yield outcomes from USPTO patents with 853,638 reactions. Predict the reaction yield, written as a fraction of the theoretical maximum amount of product (1.0 means a 100% yield; for example, 0.34 means a 34% yield). (1) The reactants are Br[C:2]1[CH:3]=[C:4]([N:22]([CH3:29])[CH:23]2[CH2:28][CH2:27][O:26][CH2:25][CH2:24]2)[C:5]([CH3:21])=[C:6]([CH:20]=1)[C:7]([NH:9][CH2:10][C:11]1[C:12](=[O:19])[NH:13][C:14]([CH3:18])=[CH:15][C:16]=1[CH3:17])=[O:8].[CH3:30][N:31]([CH3:48])[CH2:32][C:33]1[CH:38]=[CH:37][C:36](B2OC(C)(C)C(C)(C)O2)=[CH:35][CH:34]=1.C([O-])([O-])=O.[Na+].[Na+]. The catalyst is O1CCOCC1.O.C1C=CC([P]([Pd]([P](C2C=CC=CC=2)(C2C=CC=CC=2)C2C=CC=CC=2)([P](C2C=CC=CC=2)(C2C=CC=CC=2)C2C=CC=CC=2)[P](C2C=CC=CC=2)(C2C=CC=CC=2)C2C=CC=CC=2)(C2C=CC=CC=2)C2C=CC=CC=2)=CC=1. The product is [CH3:17][C:16]1[CH:15]=[C:14]([CH3:18])[NH:13][C:12](=[O:19])[C:11]=1[CH2:10][NH:9][C:7]([C:6]1[CH:20]=[C:2]([C:36]2[CH:37]=[CH:38][C:33]([CH2:32][N:31]([CH3:48])[CH3:30])=[CH:34][CH:35]=2)[CH:3]=[C:4]([N:22]([CH3:29])[CH:23]2[CH2:28][CH2:27][O:26][CH2:25][CH2:24]2)[C:5]=1[CH3:21])=[O:8]. The yield is 0.0900. (2) The product is [OH:5][CH2:4][CH2:3][CH2:2][O:20][C:21]1[CH:22]=[CH:23][C:24]([C:27]2[CH:32]=[CH:31][C:30]([C:33]#[N:34])=[CH:29][CH:28]=2)=[CH:25][CH:26]=1. The yield is 0.880. The reactants are Cl[CH2:2][CH2:3][CH2:4][O:5][CH:4]1[CH2:3][CH2:2]CC[O:5]1.C(=O)([O-])[O-].[K+].[K+].[I-].[K+].[OH:20][C:21]1[CH:26]=[CH:25][C:24]([C:27]2[CH:32]=[CH:31][C:30]([C:33]#[N:34])=[CH:29][CH:28]=2)=[CH:23][CH:22]=1. The catalyst is O.CN(C=O)C. (3) The reactants are [BH4-].[Na+].[F:3][CH:4]1[C:9](=[O:10])[CH2:8][CH2:7][N:6]([C:11]([O:13][C:14]([CH3:17])([CH3:16])[CH3:15])=[O:12])[CH2:5]1. The catalyst is CO. The product is [C:14]([O:13][C:11]([N:6]1[CH2:7][CH2:8][C@@H:9]([OH:10])[C@H:4]([F:3])[CH2:5]1)=[O:12])([CH3:17])([CH3:15])[CH3:16]. The yield is 0.500. (4) The reactants are [CH2:1]([O:3][C:4](/[CH:6]=[CH:7]/[C:8]1[CH:9]=[C:10]2[C:14](=[CH:15][CH:16]=1)[NH:13][C:12]([C:17]([OH:19])=O)=[CH:11]2)=[O:5])[CH3:2].CC[N:22]=C=NCCCN(C)C.Cl.Cl.CCN(CC)CC.C1C=CC2N(O)N=NC=2C=1.[O:50]1[CH2:55][CH2:54][CH2:53][CH2:52][CH:51]1[O:56][NH:57][C:58](=[O:66])[CH:59](N)[CH2:60][CH2:61][CH2:62][CH2:63][CH3:64].C(O)(=O)CC(CC(O)=O)(C(O)=O)O. The catalyst is CN(C=O)C.O. The product is [CH2:1]([O:3][C:4](=[O:5])[CH2:6][CH2:7][C:8]1[CH:9]=[C:10]2[C:14](=[CH:15][CH:16]=1)[NH:13][C:12]([C:17](=[O:19])[NH:22][CH2:64][CH2:63][CH2:62][CH2:61][CH2:60][CH2:59][C:58](=[O:66])[NH:57][O:56][CH:51]1[CH2:52][CH2:53][CH2:54][CH2:55][O:50]1)=[CH:11]2)[CH3:2]. The yield is 0.690. (5) The reactants are C(C1C=C(NC2N=C(NC3C=CC=C(C(O)=O)C=3)C(F)=CN=2)C=CC=1)(O)=O.[OH:28][C:29]1[CH:30]=[C:31]([NH:39][C:40]2[N:45]=[C:44]([NH:46][C:47]3[CH:52]=[CH:51][C:50]([C:53]([O:55]C)=[O:54])=[C:49]([OH:57])[CH:48]=3)[C:43]([F:58])=[CH:42][N:41]=2)[CH:32]=[CH:33][C:34]=1[C:35]([O:37]C)=[O:36].[OH-].[Na+]. No catalyst specified. The product is [OH:28][C:29]1[CH:30]=[C:31]([NH:39][C:40]2[N:45]=[C:44]([NH:46][C:47]3[CH:52]=[CH:51][C:50]([C:53]([OH:55])=[O:54])=[C:49]([OH:57])[CH:48]=3)[C:43]([F:58])=[CH:42][N:41]=2)[CH:32]=[CH:33][C:34]=1[C:35]([OH:37])=[O:36]. The yield is 0.770. (6) The reactants are [Cl:1][C:2]1[CH:17]=[CH:16][C:5]([O:6][C:7]2[CH:12]=[CH:11][C:10]([C:13](=[O:15])[CH3:14])=[CH:9][CH:8]=2)=[C:4]([N+:18]([O-:20])=[O:19])[CH:3]=1.[BH4-].[Na+]. The catalyst is C(O)C. The product is [Cl:1][C:2]1[CH:17]=[CH:16][C:5]([O:6][C:7]2[CH:8]=[CH:9][C:10]([CH:13]([OH:15])[CH3:14])=[CH:11][CH:12]=2)=[C:4]([N+:18]([O-:20])=[O:19])[CH:3]=1. The yield is 0.900. (7) The reactants are [NH2:1][C:2]1[C:19]([O:20][CH3:21])=[CH:18][C:5]2[CH2:6][CH2:7][N:8]([CH2:11][C@H:12]([OH:17])[C:13]([F:16])([F:15])[F:14])[CH2:9][CH2:10][C:4]=2[CH:3]=1.Cl[C:23]1[N:28]=[C:27]([NH:29][C@@H:30]2[C@@H:35]3[CH2:36][C@@H:32]([CH:33]=[CH:34]3)[C@@H:31]2[C:37]([NH2:39])=[O:38])[C:26]([Cl:40])=[CH:25][N:24]=1.C12(CS(O)(=O)=O)C(C)(C)C(CC1)CC2=O. The catalyst is COCCO. The product is [Cl:40][C:26]1[C:27]([NH:29][C@@H:30]2[C@@H:35]3[CH2:36][C@@H:32]([CH:33]=[CH:34]3)[C@@H:31]2[C:37]([NH2:39])=[O:38])=[N:28][C:23]([NH:1][C:2]2[C:19]([O:20][CH3:21])=[CH:18][C:5]3[CH2:6][CH2:7][N:8]([CH2:11][C@H:12]([OH:17])[C:13]([F:14])([F:15])[F:16])[CH2:9][CH2:10][C:4]=3[CH:3]=2)=[N:24][CH:25]=1. The yield is 0.440. (8) The reactants are [Si]([O:18][CH:19]1[CH2:22][N:21]([C:23]2[S:24][CH:25]=[C:26]([C:28](=[O:36])[N:29]([CH2:33][CH2:34][OH:35])[CH:30]([CH3:32])[CH3:31])[N:27]=2)[CH2:20]1)(C(C)(C)C)(C1C=CC=CC=1)C1C=CC=CC=1.[F-].C([N+](CCCC)(CCCC)CCCC)CCC. The catalyst is O1CCCC1. The product is [OH:18][CH:19]1[CH2:22][N:21]([C:23]2[S:24][CH:25]=[C:26]([C:28](=[O:36])[N:29]([CH2:33][CH2:34][OH:35])[CH:30]([CH3:31])[CH3:32])[N:27]=2)[CH2:20]1. The yield is 0.980. (9) The reactants are [OH:1][CH:2]([C:7]1[CH:15]=[CH:14][C:10]([C:11]([OH:13])=O)=[CH:9][CH:8]=1)[CH2:3][CH:4]([CH3:6])[CH3:5].CN(C(ON1N=NC2C=CC=NC1=2)=[N+](C)C)C.F[P-](F)(F)(F)(F)F.[C:40]([O:44][C:45](=[O:49])[CH2:46][CH2:47][NH2:48])([CH3:43])([CH3:42])[CH3:41].C(N(C(C)C)CC)(C)C. The catalyst is CN(C=O)C.[Cl-].[Na+].O.C(OCC)(=O)C. The product is [C:40]([O:44][C:45](=[O:49])[CH2:46][CH2:47][NH:48][C:11](=[O:13])[C:10]1[CH:9]=[CH:8][C:7]([CH:2]([OH:1])[CH2:3][CH:4]([CH3:5])[CH3:6])=[CH:15][CH:14]=1)([CH3:43])([CH3:42])[CH3:41]. The yield is 0.900. (10) The reactants are [OH:1][C@@H:2]([CH3:23])[CH2:3][CH2:4][CH2:5][CH2:6][N:7]1[C:15](=[O:16])[C:14]2[N:13]3[CH2:17][CH2:18][CH2:19][NH:20][C:12]3=[N:11][C:10]=2[N:9]([CH3:21])[C:8]1=[O:22].[CH3:24][S:25](O[S:25]([CH3:24])(=[O:27])=[O:26])(=[O:27])=[O:26].CO. The catalyst is CN(C)C1C=CN=CC=1.C(Cl)(Cl)Cl. The product is [CH3:24][S:25]([O:1][C@@H:2]([CH3:23])[CH2:3][CH2:4][CH2:5][CH2:6][N:7]1[C:15](=[O:16])[C:14]2[N:13]3[CH2:17][CH2:18][CH2:19][NH:20][C:12]3=[N:11][C:10]=2[N:9]([CH3:21])[C:8]1=[O:22])(=[O:27])=[O:26]. The yield is 0.800.